From a dataset of Forward reaction prediction with 1.9M reactions from USPTO patents (1976-2016). Predict the product of the given reaction. (1) Given the reactants C(OC(=O)[NH:7][CH2:8][C:9]1[CH:14]=[CH:13][C:12]([NH:15][C:16]([S:18][CH3:19])=[O:17])=[CH:11][CH:10]=1)(C)(C)C.[ClH:21], predict the reaction product. The product is: [ClH:21].[CH3:19][S:18][C:16]([NH:15][C:12]1[CH:13]=[CH:14][C:9]([CH2:8][NH2:7])=[CH:10][CH:11]=1)=[O:17]. (2) The product is: [C:15]1([C:12]2[CH:13]=[C:8]([CH2:7][N:1]3[CH2:6][CH2:5][O:4][CH2:3][CH2:2]3)[CH:9]=[CH:10][C:11]=2[NH2:14])[CH2:20][CH2:19][CH2:18][CH2:17][CH:16]=1. Given the reactants [N:1]1([CH2:7][C:8]2[CH:13]=[CH:12][C:11]([NH2:14])=[CH:10][CH:9]=2)[CH2:6][CH2:5][O:4][CH2:3][CH2:2]1.[C:15]1(B(O)O)[CH2:20][CH2:19][CH2:18][CH2:17][CH:16]=1, predict the reaction product. (3) The product is: [OH:38][NH:37][C:35]([N:14]1[CH2:15][CH2:16][CH:11]([N:10]([CH2:9][C:3]2[C:2]([CH3:1])=[CH:7][C:6]([CH3:8])=[CH:5][N:4]=2)[CH2:17][C:18]2[C:27]3[C:22](=[CH:23][CH:24]=[CH:25][CH:26]=3)[CH:21]=[CH:20][N:19]=2)[CH2:12][CH2:13]1)=[O:28]. Given the reactants [CH3:1][C:2]1[C:3]([CH2:9][N:10]([CH2:17][C:18]2[C:27]3[C:22](=[CH:23][CH:24]=[CH:25][CH:26]=3)[CH:21]=[CH:20][N:19]=2)[CH:11]2[CH2:16][CH2:15][NH:14][CH2:13][CH2:12]2)=[N:4][CH:5]=[C:6]([CH3:8])[CH:7]=1.[O:28]([C:35]([NH:37][OH:38])=O)C1C=CC=CC=1, predict the reaction product. (4) Given the reactants Cl[C:2]1[C:7]([NH:8][C:9](=[O:17])[C:10]2[CH:15]=[CH:14][CH:13]=[CH:12][C:11]=2[OH:16])=[CH:6][CH:5]=[C:4]([C:18]([F:21])([F:20])[F:19])[N:3]=1.C[O-].[Na+], predict the reaction product. The product is: [F:19][C:18]([F:21])([F:20])[C:4]1[CH:5]=[CH:6][C:7]2[NH:8][C:9](=[O:17])[C:10]3[CH:15]=[CH:14][CH:13]=[CH:12][C:11]=3[O:16][C:2]=2[N:3]=1. (5) Given the reactants Br[C:2]1[CH:9]=[CH:8][C:5]([CH2:6][OH:7])=[CH:4][CH:3]=1.[F:10][C:11]([F:25])([F:24])[C:12]1[CH:13]=[C:14]([CH:17]=[C:18]([C:20]([F:23])([F:22])[F:21])[CH:19]=1)[CH:15]=[CH2:16], predict the reaction product. The product is: [F:10][C:11]([F:24])([F:25])[C:12]1[CH:13]=[C:14]([CH:17]=[C:18]([C:20]([F:23])([F:22])[F:21])[CH:19]=1)[CH:15]=[CH:16][C:2]1[CH:9]=[CH:8][C:5]([CH2:6][OH:7])=[CH:4][CH:3]=1. (6) Given the reactants [Br:1][C:2]1[C:3]([NH:11][C:12]([NH:14]C(OCC)=O)=S)=[N:4][CH:5]=[C:6]([CH:8]2[CH2:10][CH2:9]2)[CH:7]=1.Cl.NO.C([N:26](C(C)C)CC)(C)C, predict the reaction product. The product is: [Br:1][C:2]1[C:3]2[N:4]([N:26]=[C:12]([NH2:14])[N:11]=2)[CH:5]=[C:6]([CH:8]2[CH2:9][CH2:10]2)[CH:7]=1.